Task: Predict the reactants needed to synthesize the given product.. Dataset: Full USPTO retrosynthesis dataset with 1.9M reactions from patents (1976-2016) (1) Given the product [NH2:1][C:2]1[CH:10]=[CH:9][C:5]([C:6]([NH:44][NH:43][C:41](=[O:42])[C:40]2[CH:45]=[CH:46][C:37]([O:36][CH3:35])=[CH:38][CH:39]=2)=[O:8])=[CH:4][C:3]=1[N+:11]([O-:13])=[O:12], predict the reactants needed to synthesize it. The reactants are: [NH2:1][C:2]1[CH:10]=[CH:9][C:5]([C:6]([OH:8])=O)=[CH:4][C:3]=1[N+:11]([O-:13])=[O:12].C1C=CC2N(O)N=NC=2C=1.CCN=C=NCCCN(C)C.[CH3:35][O:36][C:37]1[CH:46]=[CH:45][C:40]([C:41]([NH:43][NH2:44])=[O:42])=[CH:39][CH:38]=1.CCN(CC)CC. (2) Given the product [CH2:1]([O:3][C:4](=[O:14])[C:5]1[CH:10]=[CH:9][C:8]([O:11][S:17]([C:16]([F:29])([F:28])[F:15])(=[O:19])=[O:18])=[C:7]([O:12][CH3:13])[CH:6]=1)[CH3:2], predict the reactants needed to synthesize it. The reactants are: [CH2:1]([O:3][C:4](=[O:14])[C:5]1[CH:10]=[CH:9][C:8]([OH:11])=[C:7]([O:12][CH3:13])[CH:6]=1)[CH3:2].[F:15][C:16]([F:29])([F:28])[S:17](O[S:17]([C:16]([F:29])([F:28])[F:15])(=[O:19])=[O:18])(=[O:19])=[O:18].C(=O)(O)[O-].[Na+]. (3) Given the product [OH:1][C:2]1[CH:10]=[CH:9][C:5]([C:6]([O:8][CH3:14])=[O:7])=[CH:4][C:3]=1[N+:11]([O-:13])=[O:12], predict the reactants needed to synthesize it. The reactants are: [OH:1][C:2]1[CH:10]=[CH:9][C:5]([C:6]([OH:8])=[O:7])=[CH:4][C:3]=1[N+:11]([O-:13])=[O:12].[CH3:14]O. (4) Given the product [CH:21]([C@H:20]1[CH2:19][O:18][C:17](=[O:24])[NH:16]1)([CH3:23])[CH3:22], predict the reactants needed to synthesize it. The reactants are: C(OC(=O)C[C@@H](C([N:16]1[C@@H:20]([CH:21]([CH3:23])[CH3:22])[CH2:19][O:18][C:17]1=[O:24])=O)CCCCC)(C)(C)C.OO.[O-]S([O-])=O.[Na+].[Na+]. (5) The reactants are: [CH3:1][C:2]1([CH2:12][OH:13])[CH2:11][CH2:10][C:5]2([O:9][CH2:8][CH2:7][O:6]2)[CH2:4][CH2:3]1.C(=O)([O-])[O-].[Cs+].[Cs+].[Cl:20][C:21]1[C:22](F)=[CH:23][C:24]([F:34])=[C:25]([CH:33]=1)[C:26]([O:28][C:29]([CH3:32])([CH3:31])[CH3:30])=[O:27].Cl. Given the product [Cl:20][C:21]1[C:22]([O:13][CH2:12][C:2]2([CH3:1])[CH2:11][CH2:10][C:5]3([O:6][CH2:7][CH2:8][O:9]3)[CH2:4][CH2:3]2)=[CH:23][C:24]([F:34])=[C:25]([CH:33]=1)[C:26]([O:28][C:29]([CH3:30])([CH3:31])[CH3:32])=[O:27], predict the reactants needed to synthesize it. (6) Given the product [NH2:12][C:11]1[C:2]([CH3:1])=[C:3]([CH:8]=[C:9]([C:15]([F:16])([F:17])[F:18])[CH:10]=1)[C:4]([O:6][CH3:7])=[O:5], predict the reactants needed to synthesize it. The reactants are: [CH3:1][C:2]1[C:11]([N+:12]([O-])=O)=[CH:10][C:9]([C:15]([F:18])([F:17])[F:16])=[CH:8][C:3]=1[C:4]([O:6][CH3:7])=[O:5].[Cl-].[NH4+]. (7) Given the product [CH2:1]([N:3]([CH2:6][C@H:7]1[N:12]([CH2:13][CH2:14][C@@H:15]([NH:24][C:25]2[CH:30]=[CH:29][C:28]([S:31]([NH2:34])(=[O:32])=[O:33])=[CH:27][C:26]=2[S:35]([C:38]([F:40])([F:39])[F:41])(=[O:37])=[O:36])[CH2:16][S:17][C:18]2[CH:19]=[CH:20][CH:21]=[CH:22][CH:23]=2)[CH2:11][CH2:10][O:9][CH2:8]1)[CH2:4][CH3:5])[CH3:2], predict the reactants needed to synthesize it. The reactants are: [CH2:1]([N:3]([CH2:6][C@H:7]1[N:12]([C:13](=O)[CH2:14][C@@H:15]([NH:24][C:25]2[CH:30]=[CH:29][C:28]([S:31]([NH2:34])(=[O:33])=[O:32])=[CH:27][C:26]=2[S:35]([C:38]([F:41])([F:40])[F:39])(=[O:37])=[O:36])[CH2:16][S:17][C:18]2[CH:23]=[CH:22][CH:21]=[CH:20][CH:19]=2)[CH2:11][CH2:10][O:9][CH2:8]1)[CH2:4][CH3:5])[CH3:2].CO.Cl.C(=O)([O-])[O-].[Na+].[Na+].